From a dataset of Forward reaction prediction with 1.9M reactions from USPTO patents (1976-2016). Predict the product of the given reaction. (1) The product is: [CH2:11]([C:13]1[N:23]([CH2:24][C:25]2[CH:26]=[CH:27][C:28]([NH:31][C:32]3[CH:37]=[CH:36][C:35]([CH2:38][N:40]4[CH2:45][CH2:44][N:43]([CH3:46])[CH2:42][CH2:41]4)=[CH:34][CH:33]=3)=[CH:29][CH:30]=2)[C:16]2=[N:17][C:18]([CH3:22])=[CH:19][C:20]([CH3:21])=[C:15]2[N:14]=1)[CH3:12]. Given the reactants [H-].[Al+3].[Li+].[H-].[H-].[H-].[Cl-].[Al+3].[Cl-].[Cl-].[CH2:11]([C:13]1[N:23]([CH2:24][C:25]2[CH:30]=[CH:29][C:28]([NH:31][C:32]3[CH:37]=[CH:36][C:35]([C:38]([N:40]4[CH2:45][CH2:44][N:43]([CH3:46])[CH2:42][CH2:41]4)=O)=[CH:34][CH:33]=3)=[CH:27][CH:26]=2)[C:16]2=[N:17][C:18]([CH3:22])=[CH:19][C:20]([CH3:21])=[C:15]2[N:14]=1)[CH3:12].[OH-].[Na+].C(O)(=O)/C=C/C(O)=O, predict the reaction product. (2) The product is: [CH3:8][O:7][C:4]1[C:3]2[C:15](=[N:17][CH:11]=[N:6][C:2]=2[NH2:1])[NH:16][N:5]=1. Given the reactants [NH2:1][C:2]1[NH:6][N:5]=[C:4]([O:7][CH3:8])[C:3]=1C#N.[C:11](O)(=O)C.[CH:15]([NH2:17])=[NH:16], predict the reaction product.